Dataset: CYP2C19 inhibition data for predicting drug metabolism from PubChem BioAssay. Task: Regression/Classification. Given a drug SMILES string, predict its absorption, distribution, metabolism, or excretion properties. Task type varies by dataset: regression for continuous measurements (e.g., permeability, clearance, half-life) or binary classification for categorical outcomes (e.g., BBB penetration, CYP inhibition). Dataset: cyp2c19_veith. (1) The drug is CC1CCN(CC[C@H]2CCCN2S(=O)(=O)c2cccc(O)c2)CC1. The result is 0 (non-inhibitor). (2) The drug is N[C@H](C(=O)O)[C@H](O)C(=O)O. The result is 0 (non-inhibitor). (3) The compound is [N-]=[N+]=Nc1ccc(C(=O)CSC[C@@H](NC(=O)CC[C@@H](N)C(=O)O)C(=O)NCC(=O)O)cc1. The result is 0 (non-inhibitor). (4) The compound is Cc1cc(C)c2c(-n3cccc3)n[nH]c2n1. The result is 1 (inhibitor). (5) The result is 1 (inhibitor). The drug is CS(=O)(=O)N(CC(=O)N/N=C/c1cccs1)c1cccc(Cl)c1Cl.